This data is from Full USPTO retrosynthesis dataset with 1.9M reactions from patents (1976-2016). The task is: Predict the reactants needed to synthesize the given product. (1) Given the product [F:24][C:2]([F:23])([F:1])[C:3]1[CH:22]=[CH:21][CH:20]=[CH:19][C:4]=1[O:5][CH:6]1[CH2:11][CH2:10][N:9]([C:12]2[S:13][C:14]([C:17](=[S:32])[NH2:18])=[CH:15][N:16]=2)[CH2:8][CH2:7]1, predict the reactants needed to synthesize it. The reactants are: [F:1][C:2]([F:24])([F:23])[C:3]1[CH:22]=[CH:21][CH:20]=[CH:19][C:4]=1[O:5][CH:6]1[CH2:11][CH2:10][N:9]([C:12]2[S:13][C:14]([C:17]#[N:18])=[CH:15][N:16]=2)[CH2:8][CH2:7]1.CCN(CC)CC.[SH2:32].CC[O-].[Na+].C(O)C. (2) Given the product [C:2]([C:3]1[S:35][C:7]([C:9]2[N:10]=[N:11][C:12]([N:15]3[CH2:20][CH2:19][CH:18]([O:21][C:22]4[CH:27]=[CH:26][CH:25]=[CH:24][C:23]=4[C:28]([F:31])([F:30])[F:29])[CH2:17][CH2:16]3)=[CH:13][CH:14]=2)=[N:6][N:5]=1)([CH3:33])([CH3:32])[CH3:1], predict the reactants needed to synthesize it. The reactants are: [CH3:1][C:2]([CH3:33])([CH3:32])[C:3]([NH:5][NH:6][C:7]([C:9]1[N:10]=[N:11][C:12]([N:15]2[CH2:20][CH2:19][CH:18]([O:21][C:22]3[CH:27]=[CH:26][CH:25]=[CH:24][C:23]=3[C:28]([F:31])([F:30])[F:29])[CH2:17][CH2:16]2)=[CH:13][CH:14]=1)=O)=O.P12(SP3(SP(SP(S3)(S1)=S)(=S)S2)=S)=[S:35]. (3) Given the product [CH2:1]([O:8][C:9]1[CH:10]=[CH:11][C:12]([C:13]([O:15][C:16]2[CH:17]=[CH:18][C:19]([CH2:22][N:23]([CH2:48][C:49]([OH:51])=[O:50])[C:24](=[O:47])[C:25]3[CH:30]=[CH:29][C:28]([NH:31][C:32](=[O:46])[CH2:33][C:34]4[CH:39]=[CH:38][C:37]([O:40][CH3:41])=[CH:36][C:35]=4[C:42]([F:44])([F:45])[F:43])=[CH:27][CH:26]=3)=[CH:20][CH:21]=2)=[O:14])=[CH:56][CH:57]=1)[CH2:2][CH2:3][CH2:4][CH2:5][CH2:6][CH3:7], predict the reactants needed to synthesize it. The reactants are: [CH2:1]([O:8][C:9]1[CH:57]=[CH:56][C:12]([C:13]([O:15][C:16]2[CH:21]=[CH:20][C:19]([CH2:22][N:23]([CH2:48][C:49]([O:51]C(C)(C)C)=[O:50])[C:24](=[O:47])[C:25]3[CH:30]=[CH:29][C:28]([NH:31][C:32](=[O:46])[CH2:33][C:34]4[CH:39]=[CH:38][C:37]([O:40][CH3:41])=[CH:36][C:35]=4[C:42]([F:45])([F:44])[F:43])=[CH:27][CH:26]=3)=[CH:18][CH:17]=2)=[O:14])=[CH:11][CH:10]=1)[CH2:2][CH2:3][CH2:4][CH2:5][CH2:6][CH3:7].C(O)(C(F)(F)F)=O. (4) The reactants are: [C:1]([O:7][CH2:8][C:9]1[CH:14]=[CH:13][CH:12]=[CH:11][CH:10]=1)(=[O:6])[CH2:2][C:3]([CH3:5])=O.[NH2:15][C:16]([NH2:18])=[S:17].O1CCC[CH2:21]N1.FC(F)(F)C(O)=O. Given the product [CH2:8]([O:7][C:1]([C:2]1[CH2:21][NH:15][C:16](=[S:17])[NH:18][C:3]=1[CH3:5])=[O:6])[C:9]1[CH:14]=[CH:13][CH:12]=[CH:11][CH:10]=1, predict the reactants needed to synthesize it. (5) Given the product [C:19]([CH:1]([OH:2])[C@@H:3]([NH:8][C:9](=[O:15])[O:10][C:11]([CH3:14])([CH3:13])[CH3:12])[CH2:4][CH2:5][CH2:6][CH3:7])#[N:20], predict the reactants needed to synthesize it. The reactants are: [CH:1]([C@@H:3]([NH:8][C:9](=[O:15])[O:10][C:11]([CH3:14])([CH3:13])[CH3:12])[CH2:4][CH2:5][CH2:6][CH3:7])=[O:2].O.CC(C)(O)[C:19]#[N:20].[C-]#N.[K+]. (6) Given the product [F:22][C:23]([F:35])([F:36])[C:24]1[CH:25]=[C:26]([NH:27][C:17](=[O:19])[C:16]2[CH:20]=[C:12]([N:11]=[N:10][C:7]3[CH:6]=[CH:5][C:4]([N+:1]([O-:3])=[O:2])=[CH:9][CH:8]=3)[CH:13]=[CH:14][C:15]=2[OH:21])[CH:28]=[C:29]([C:31]([F:32])([F:34])[F:33])[CH:30]=1, predict the reactants needed to synthesize it. The reactants are: [N+:1]([C:4]1[CH:9]=[CH:8][C:7]([N:10]=[N:11][C:12]2[CH:20]=[C:16]([C:17]([OH:19])=O)[C:15]([OH:21])=[CH:14][CH:13]=2)=[CH:6][CH:5]=1)([O-:3])=[O:2].[F:22][C:23]([F:36])([F:35])[C:24]1[CH:25]=[C:26]([CH:28]=[C:29]([C:31]([F:34])([F:33])[F:32])[CH:30]=1)[NH2:27]. (7) Given the product [ClH:19].[NH:10]([CH:6]1[CH2:7][CH2:8][CH2:9][N:4]([C:1](=[O:3])[CH3:2])[CH2:5]1)[NH2:11], predict the reactants needed to synthesize it. The reactants are: [C:1]([N:4]1[CH2:9][CH2:8][CH2:7][CH:6]([NH:10][NH:11]C(OC(C)(C)C)=O)[CH2:5]1)(=[O:3])[CH3:2].[ClH:19]. (8) Given the product [Cl:1][C:2]1[C:7]([OH:8])=[CH:6][C:5]([N:12]2[C:17](=[O:18])[CH:16]=[C:15]3[CH2:19][CH2:20][CH2:21][N:14]3[C:13]2=[O:22])=[C:4]([F:23])[CH:3]=1, predict the reactants needed to synthesize it. The reactants are: [Cl:1][C:2]1[C:7]([O:8]C(C)C)=[CH:6][C:5]([N:12]2[C:17](=[O:18])[CH:16]=[C:15]3[CH2:19][CH2:20][CH2:21][N:14]3[C:13]2=[O:22])=[C:4]([F:23])[CH:3]=1.ClC1C(O)=CC(N2C(=O)N3CCCCN3C2=S)=C(F)C=1.